This data is from TCR-epitope binding with 47,182 pairs between 192 epitopes and 23,139 TCRs. The task is: Binary Classification. Given a T-cell receptor sequence (or CDR3 region) and an epitope sequence, predict whether binding occurs between them. (1) The epitope is PKYVKQNTLKLAT. The TCR CDR3 sequence is CARERDRNTGELFF. Result: 0 (the TCR does not bind to the epitope). (2) The epitope is EIYKRWII. The TCR CDR3 sequence is CASSLAMTGYNEQFF. Result: 0 (the TCR does not bind to the epitope). (3) The TCR CDR3 sequence is CASSFWGANEKLFF. Result: 0 (the TCR does not bind to the epitope). The epitope is AYILFTRFFYV. (4) The epitope is HTTDPSFLGRY. The TCR CDR3 sequence is CASSLGYAWGLNNEQFF. Result: 1 (the TCR binds to the epitope). (5) The epitope is RAKFKQLL. The TCR CDR3 sequence is CASSLRGIDEQYF. Result: 1 (the TCR binds to the epitope).